This data is from TCR-epitope binding with 47,182 pairs between 192 epitopes and 23,139 TCRs. The task is: Binary Classification. Given a T-cell receptor sequence (or CDR3 region) and an epitope sequence, predict whether binding occurs between them. (1) The epitope is ISDYDYYRY. The TCR CDR3 sequence is CASSEAPAYEQYF. Result: 0 (the TCR does not bind to the epitope). (2) The epitope is PKYVKQNTLKLAT. The TCR CDR3 sequence is CASSLQVNTFSSGNTIYF. Result: 1 (the TCR binds to the epitope). (3) The epitope is SLFNTVATLY. The TCR CDR3 sequence is CASSLGLAGGRDEQFF. Result: 0 (the TCR does not bind to the epitope). (4) The epitope is RLRPGGKKK. The TCR CDR3 sequence is CATSDDGTPNNEQFF. Result: 1 (the TCR binds to the epitope).